Dataset: Full USPTO retrosynthesis dataset with 1.9M reactions from patents (1976-2016). Task: Predict the reactants needed to synthesize the given product. Given the product [CH:1]([C:4]1[CH:9]=[C:8]([CH2:10][CH2:11][CH2:12][CH2:13][CH2:14][CH2:15][CH2:16][CH2:17][CH3:18])[CH:7]=[C:6]([CH:20]=[O:21])[C:5]=1[OH:19])([CH3:3])[CH3:2], predict the reactants needed to synthesize it. The reactants are: [CH:1]([C:4]1[CH:9]=[C:8]([CH2:10][CH2:11][CH2:12][CH2:13][CH2:14][CH2:15][CH2:16][CH2:17][CH3:18])[CH:7]=[CH:6][C:5]=1[OH:19])([CH3:3])[CH3:2].[CH3:20][O-:21].[Mg+2].C[O-].C=O.